The task is: Predict the product of the given reaction.. This data is from Forward reaction prediction with 1.9M reactions from USPTO patents (1976-2016). (1) Given the reactants Br[CH2:2][CH2:3][CH2:4][CH2:5][O:6][C:7]1[CH:8]=[CH:9][C:10]2[N:11]([CH:13]=[CH:14][N:15]=2)[CH:12]=1.[Cl:16][C:17]1[CH:22]=[CH:21][CH:20]=[CH:19][C:18]=1[N:23]1[CH2:28][CH2:27][NH:26][CH2:25][CH2:24]1, predict the reaction product. The product is: [Cl:16][C:17]1[CH:22]=[CH:21][CH:20]=[CH:19][C:18]=1[N:23]1[CH2:28][CH2:27][N:26]([CH2:2][CH2:3][CH2:4][CH2:5][O:6][C:7]2[CH:8]=[CH:9][C:10]3[N:11]([CH:13]=[CH:14][N:15]=3)[CH:12]=2)[CH2:25][CH2:24]1. (2) Given the reactants [Cl:1][C:2]1C=C(N[C@H]2CC(=O)N(C)C2)C=C[C:3]=1C#N.[Cl:18][C:19]1[CH:20]=[C:21]([NH:27][C@H:28]([CH2:37][NH:38][CH3:39])[CH2:29][C:30]([O:32][C:33](C)(C)C)=[O:31])[CH:22]=[CH:23][C:24]=1[C:25]#[N:26], predict the reaction product. The product is: [ClH:1].[Cl:18][C:19]1[CH:20]=[C:21]([NH:27][C@H:28]([CH2:37][NH:38][CH2:39][CH:2]=[CH2:3])[CH2:29][C:30]([O:32][CH3:33])=[O:31])[CH:22]=[CH:23][C:24]=1[C:25]#[N:26]. (3) Given the reactants [C:1]1([CH3:11])[CH:6]=[CH:5][C:4]([S:7]([OH:10])(=[O:9])=[O:8])=[CH:3][CH:2]=1.[CH:12]1([NH:15][C:16](=[O:41])[C:17]2[CH:22]=[CH:21][C:20]([CH3:23])=[C:19]([N:24]3[C:33](=[O:34])[C:32]4[C:27](=[CH:28][CH:29]=[C:30]([S:35][CH2:36][CH2:37][N:38]([CH3:40])[CH3:39])[CH:31]=4)[N:26]=[CH:25]3)[CH:18]=2)[CH2:14][CH2:13]1, predict the reaction product. The product is: [C:1]1([CH3:11])[CH:2]=[CH:3][C:4]([S:7]([OH:10])(=[O:8])=[O:9])=[CH:5][CH:6]=1.[CH:12]1([NH:15][C:16](=[O:41])[C:17]2[CH:22]=[CH:21][C:20]([CH3:23])=[C:19]([N:24]3[C:33](=[O:34])[C:32]4[C:27](=[CH:28][CH:29]=[C:30]([S:35][CH2:36][CH2:37][N:38]([CH3:40])[CH3:39])[CH:31]=4)[N:26]=[CH:25]3)[CH:18]=2)[CH2:14][CH2:13]1. (4) The product is: [C:39]([N:42]1[C:50]2[C:45](=[CH:46][C:47]([NH:51][C:7]3[N:8]=[CH:9][C:10]4=[C:2]([CH3:1])[N:3]=[C:4]([C:13]5[CH:18]=[CH:17][CH:16]=[CH:15][CH:14]=5)[N:5]4[N:6]=3)=[CH:48][CH:49]=2)[CH2:44][CH2:43]1)(=[O:41])[CH3:40]. Given the reactants [CH3:1][C:2]1[N:3]=[C:4]([C:13]2[CH:18]=[CH:17][CH:16]=[CH:15][CH:14]=2)[N:5]2[C:10]=1[CH:9]=[N:8][C:7](SC)=[N:6]2.CC1N=C(C2C=CC=CC=2)N2C=1C=NC(S(C)(=O)=O)=N2.[C:39]([N:42]1[C:50]2[C:45](=[CH:46][C:47]([NH2:51])=[CH:48][CH:49]=2)[CH2:44][CH2:43]1)(=[O:41])[CH3:40], predict the reaction product. (5) Given the reactants [CH2:1]([S:8][C:9]1[N:14]=[C:13]([CH2:15][NH:16]C(=O)OC(C)(C)C)[CH:12]=[C:11]([C:24]2[CH:25]=[N:26][C:27]([C:30]([F:33])([F:32])[F:31])=[CH:28][CH:29]=2)[N:10]=1)[C:2]1[CH:7]=[CH:6][CH:5]=[CH:4][CH:3]=1.[ClH:34], predict the reaction product. The product is: [ClH:34].[CH2:1]([S:8][C:9]1[N:14]=[C:13]([CH2:15][NH2:16])[CH:12]=[C:11]([C:24]2[CH:25]=[N:26][C:27]([C:30]([F:33])([F:32])[F:31])=[CH:28][CH:29]=2)[N:10]=1)[C:2]1[CH:7]=[CH:6][CH:5]=[CH:4][CH:3]=1. (6) Given the reactants [F:1][C:2]1[CH:7]=[C:6]([F:8])[CH:5]=[CH:4][C:3]=1[C:9]1[N:10]=[N:11][N:12]([CH:14]2[CH2:18][NH:17][CH:16]([C:19]([N:21]3[CH2:26][CH2:25][N:24]([C:27]4[CH:34]=[CH:33][CH:32]=[CH:31][C:28]=4[C:29]#[N:30])[CH2:23][CH2:22]3)=[O:20])[CH2:15]2)[N:13]=1.[Cl:35][C:36]1[CH:43]=[CH:42][C:39]([CH:40]=O)=[CH:38][CH:37]=1, predict the reaction product. The product is: [Cl:35][C:36]1[CH:43]=[CH:42][C:39]([CH2:40][N:17]2[CH2:18][C@@H:14]([N:12]3[N:11]=[N:10][C:9]([C:3]4[CH:4]=[CH:5][C:6]([F:8])=[CH:7][C:2]=4[F:1])=[N:13]3)[CH2:15][C@H:16]2[C:19]([N:21]2[CH2:22][CH2:23][N:24]([C:27]3[CH:34]=[CH:33][CH:32]=[CH:31][C:28]=3[C:29]#[N:30])[CH2:25][CH2:26]2)=[O:20])=[CH:38][CH:37]=1. (7) The product is: [N+:8]([C:5]1[CH:6]=[CH:7][C:2]([NH:11][CH:12]([CH2:15][OH:16])[CH2:13][OH:14])=[CH:3][CH:4]=1)([O-:10])=[O:9]. Given the reactants F[C:2]1[CH:7]=[CH:6][C:5]([N+:8]([O-:10])=[O:9])=[CH:4][CH:3]=1.[NH2:11][CH:12]([CH2:15][OH:16])[CH2:13][OH:14].C([O-])([O-])=O.[K+].[K+], predict the reaction product.